Dataset: Choline transporter screen with 302,306 compounds. Task: Binary Classification. Given a drug SMILES string, predict its activity (active/inactive) in a high-throughput screening assay against a specified biological target. (1) The molecule is S(=O)(=O)(N1CCC(CC1)Cn1c(=O)c2c3c(c1=O)cccc3ccc2)c1ccc(OC)cc1. The result is 0 (inactive). (2) The compound is S(=O)(=O)(N1CCC(CC1)Cc1ccccc1)c1c(OC)ccc(c1)/C=C\C(O)=O. The result is 0 (inactive). (3) The drug is s1cc(/C=C2/CN(C\C(C2=O)=C\c2ccsc2)C)cc1. The result is 0 (inactive). (4) The molecule is O(c1c(CNn2nnnc2N)cccc1OC)CC=C. The result is 0 (inactive). (5) The result is 0 (inactive). The drug is O=C(NC(CC)CC)c1c(c([N+]([O-])=O)ccc1)C. (6) The compound is S1(=O)(=O)Cc2c(nn(c2c2c1cccc2)C)C(=O)N1CC(N(CC1)c1cc(ccc1)C)C. The result is 0 (inactive).